From a dataset of Full USPTO retrosynthesis dataset with 1.9M reactions from patents (1976-2016). Predict the reactants needed to synthesize the given product. (1) Given the product [Cl:3][C:4]1[N:5]=[N:6][C:7]([NH:1][NH2:2])=[CH:8][C:9]=1[C:10]1[CH:15]=[CH:14][C:13]([Cl:16])=[CH:12][CH:11]=1, predict the reactants needed to synthesize it. The reactants are: [NH2:1][NH2:2].[Cl:3][C:4]1[N:5]=[N:6][C:7](Cl)=[CH:8][C:9]=1[C:10]1[CH:15]=[CH:14][C:13]([Cl:16])=[CH:12][CH:11]=1. (2) Given the product [C:1]([O:11][C:12]1[CH:20]=[CH:19][C:15]([CH2:16][CH2:17][Br:18])=[CH:14][CH:13]=1)(=[O:3])[CH3:2], predict the reactants needed to synthesize it. The reactants are: [C:1](Cl)(=[O:3])[CH3:2].N1C=CC=CC=1.[OH:11][C:12]1[CH:20]=[CH:19][C:15]([CH2:16][CH2:17][Br:18])=[CH:14][CH:13]=1. (3) Given the product [NH:1]1[C:11]2[C:6](=[CH:7][CH:8]=[CH:9][CH:10]=2)[CH2:4][C:2]1=[O:3], predict the reactants needed to synthesize it. The reactants are: [NH:1]1[C:11]2[C:6](=[CH:7][CH:8]=[CH:9][CH:10]=2)[C:4](=O)[C:2]1=[O:3]. (4) Given the product [CH3:23][O:22][C:20](=[O:21])[C:19]1[CH:24]=[CH:25][C:26]([O:8][S:1]([C:4]([F:7])([F:6])[F:5])(=[O:3])=[O:2])=[C:17]([Cl:16])[CH:18]=1, predict the reactants needed to synthesize it. The reactants are: [S:1]([O:8]S(C(F)(F)F)(=O)=O)([C:4]([F:7])([F:6])[F:5])(=[O:3])=[O:2].[Cl:16][C:17]1[CH:18]=[C:19]([CH:24]=[CH:25][C:26]=1O)[C:20]([O:22][CH3:23])=[O:21].C(N(CC)CC)C. (5) Given the product [Cl:23][C:21]1[CH:20]=[CH:19][C:18]([O:24][CH2:25][C:26]2[CH:31]=[CH:30][C:29]([Cl:32])=[CH:28][C:27]=2[F:33])=[C:17]([CH:22]=1)[CH2:16][N:3]1[C:7]2[CH:8]=[CH:9][CH:10]=[C:11]([C:12]([OH:14])=[O:13])[C:6]=2[N:5]=[CH:4]1, predict the reactants needed to synthesize it. The reactants are: [H-].[Na+].[NH:3]1[C:7]2[CH:8]=[CH:9][CH:10]=[C:11]([C:12]([OH:14])=[O:13])[C:6]=2[N:5]=[CH:4]1.Br[CH2:16][C:17]1[CH:22]=[C:21]([Cl:23])[CH:20]=[CH:19][C:18]=1[O:24][CH2:25][C:26]1[CH:31]=[CH:30][C:29]([Cl:32])=[CH:28][C:27]=1[F:33]. (6) Given the product [F:65][C:59]1[C:60]([F:64])=[CH:61][CH:62]=[CH:63][C:58]=1[CH2:57][S:56][C:54]1[N:55]=[C:50]([NH:8][S:5]([N:1]2[CH2:4][CH2:3][CH2:2]2)(=[O:7])=[O:6])[CH:51]=[C:52]([O:66][CH2:67][CH2:68][OH:69])[N:53]=1, predict the reactants needed to synthesize it. The reactants are: [N:1]1([S:5]([NH2:8])(=[O:7])=[O:6])[CH2:4][CH2:3][CH2:2]1.C1(P(C2CCCCC2)C2C=CC=CC=2C2C(C(C)C)=CC(C(C)C)=CC=2C(C)C)CCCCC1.C(=O)([O-])[O-].[Cs+].[Cs+].Cl[C:50]1[N:55]=[C:54]([S:56][CH2:57][C:58]2[CH:63]=[CH:62][CH:61]=[C:60]([F:64])[C:59]=2[F:65])[N:53]=[C:52]([O:66][CH2:67][CH2:68][OH:69])[CH:51]=1. (7) Given the product [C:1]([C:3]1[N:4]=[C:5]2[C:10]([N:11]3[CH2:16][CH2:15][O:14][CH2:13][CH2:12]3)=[CH:9][CH:8]=[N:7][N:6]2[C:17]=1[C:18]1[CH:30]=[CH:29][C:21]([C:22]([O:24][C:25]([CH3:27])([CH3:26])[CH3:28])=[O:23])=[CH:20][CH:19]=1)#[CH:31], predict the reactants needed to synthesize it. The reactants are: [CH:1]([C:3]1[N:4]=[C:5]2[C:10]([N:11]3[CH2:16][CH2:15][O:14][CH2:13][CH2:12]3)=[CH:9][CH:8]=[N:7][N:6]2[C:17]=1[C:18]1[CH:30]=[CH:29][C:21]([C:22]([O:24][C:25]([CH3:28])([CH3:27])[CH3:26])=[O:23])=[CH:20][CH:19]=1)=O.[C:31]([O-])([O-])=O.[K+].[K+].[N+](=C(P(=O)(OC)OC)C(=O)C)=[N-].